This data is from Catalyst prediction with 721,799 reactions and 888 catalyst types from USPTO. The task is: Predict which catalyst facilitates the given reaction. (1) Product: [CH2:1]([N:8]1[CH2:13][CH2:12][N:11]([CH3:14])[CH:10]([CH2:21][OH:22])[CH2:9]1)[C:2]1[CH:3]=[CH:4][CH:5]=[CH:6][CH:7]=1. The catalyst class is: 7. Reactant: [CH2:1]([N:8]1[CH2:13][CH2:12][N:11]([C:14](OC(C)(C)C)=O)[CH:10]([C:21](OC)=[O:22])[CH2:9]1)[C:2]1[CH:7]=[CH:6][CH:5]=[CH:4][CH:3]=1.[H-].[Al+3].[Li+].[H-].[H-].[H-]. (2) Reactant: [CH3:1][C:2]([O-:5])([CH3:4])[CH3:3].[Na+].[NH:7]1[CH2:12][CH2:11][O:10][CH2:9][CH2:8]1.[C:13]1([CH3:19])[CH:18]=[CH:17][CH:16]=CC=1. Product: [OH:5][C:2]1([C:4]2[CH:16]=[CH:17][C:18]([N:7]3[CH2:12][CH2:11][O:10][CH2:9][CH2:8]3)=[CH:13][CH:19]=2)[CH2:3][CH2:3][C:2](=[O:5])[CH2:1][CH2:1]1. The catalyst class is: 110. (3) Reactant: [F:1][C:2]1[CH:10]=[C:9]2[C:5]([CH:6]=[C:7]([C:11]([CH3:19])([CH3:18])[CH2:12][C:13](OCC)=[O:14])[NH:8]2)=[CH:4][C:3]=1[N+:20]([O-:22])=[O:21].CC(C[AlH]CC(C)C)C. Product: [F:1][C:2]1[CH:10]=[C:9]2[C:5]([CH:6]=[C:7]([C:11]([CH3:19])([CH3:18])[CH2:12][CH2:13][OH:14])[NH:8]2)=[CH:4][C:3]=1[N+:20]([O-:22])=[O:21]. The catalyst class is: 2. (4) Reactant: CC(OI1(OC(C)=O)(OC(C)=O)OC(=O)C2C=CC=CC1=2)=O.[OH:23][C@H:24]1[CH2:28][CH2:27][C@@H:26]([NH:29][C:30](=[O:36])[O:31][C:32]([CH3:35])([CH3:34])[CH3:33])[CH2:25]1. Product: [O:23]=[C:24]1[CH2:28][CH2:27][C@@H:26]([NH:29][C:30](=[O:36])[O:31][C:32]([CH3:34])([CH3:33])[CH3:35])[CH2:25]1. The catalyst class is: 4. (5) Reactant: [CH2:1]([O:3][P:4]([C:9]1[CH:17]=[CH:16][C:12]([C:13]([OH:15])=O)=[CH:11][CH:10]=1)([O:6][CH2:7][CH3:8])=[O:5])[CH3:2].CCN=C=NCCCN(C)C.C1C=CC2N(O)N=NC=2C=1.[NH2:39][C:40]1[CH:45]=[C:44]([C:46]2[S:47][CH:48]=[CH:49][CH:50]=2)[CH:43]=[CH:42][C:41]=1[NH:51]C(=O)OC(C)(C)C.C(O)(C(F)(F)F)=O. Product: [NH2:51][C:41]1[CH:42]=[CH:43][C:44]([C:46]2[S:47][CH:48]=[CH:49][CH:50]=2)=[CH:45][C:40]=1[NH:39][C:13]([C:12]1[CH:11]=[CH:10][C:9]([P:4](=[O:5])([O:3][CH2:1][CH3:2])[O:6][CH2:7][CH3:8])=[CH:17][CH:16]=1)=[O:15]. The catalyst class is: 3. (6) Reactant: [CH2:1]([O:3][C:4](=[O:38])[CH:5]([O:36][CH3:37])[CH:6](O)[C:7]1[C:16]2[C:11](=[CH:12][CH:13]=[CH:14][CH:15]=2)[C:10]([O:17][CH2:18][CH2:19][CH2:20][C:21]2[N:22]=[C:23]([C:27]3[CH:32]=[CH:31][C:30]([O:33][CH3:34])=[CH:29][CH:28]=3)[O:24][C:25]=2[CH3:26])=[CH:9][CH:8]=1)[CH3:2].C([SiH](CC)CC)C. Product: [CH2:1]([O:3][C:4](=[O:38])[CH:5]([O:36][CH3:37])[CH2:6][C:7]1[C:16]2[C:11](=[CH:12][CH:13]=[CH:14][CH:15]=2)[C:10]([O:17][CH2:18][CH2:19][CH2:20][C:21]2[N:22]=[C:23]([C:27]3[CH:28]=[CH:29][C:30]([O:33][CH3:34])=[CH:31][CH:32]=3)[O:24][C:25]=2[CH3:26])=[CH:9][CH:8]=1)[CH3:2]. The catalyst class is: 55. (7) Reactant: [F:1][C:2]1[CH:16]=[CH:15][C:5]2[CH2:6][CH2:7][CH2:8][C:9]3[S:13][C:12]([NH2:14])=[N:11][C:10]=3[C:4]=2[CH:3]=1.C(N(CC)CC)C.[Br:24][CH2:25][CH2:26][CH2:27][CH2:28][C:29](Cl)=[O:30]. Product: [F:1][C:2]1[CH:16]=[CH:15][C:5]2[CH2:6][CH2:7][CH2:8][C:9]3[S:13][C:12]([NH:14][C:29](=[O:30])[CH2:28][CH2:27][CH2:26][CH2:25][Br:24])=[N:11][C:10]=3[C:4]=2[CH:3]=1. The catalyst class is: 230. (8) Reactant: Cl.[CH3:2][C:3]([CH3:16])([CH3:15])[CH2:4][NH:5][CH2:6][CH:7]([C:9]1[CH:14]=[CH:13][CH:12]=[CH:11][CH:10]=1)[OH:8].[H-].[Na+].[O:19]1[C:23]2[CH:24]=[CH:25][CH:26]=[CH:27][C:22]=2[CH:21]=[C:20]1[C:28]1[N:32]2[N:33]=[C:34](Cl)[CH:35]=[CH:36][C:31]2=[N:30][CH:29]=1. Product: [O:19]1[C:23]2[CH:24]=[CH:25][CH:26]=[CH:27][C:22]=2[CH:21]=[C:20]1[C:28]1[N:32]2[N:33]=[C:34]([O:8][CH:7]([C:9]3[CH:14]=[CH:13][CH:12]=[CH:11][CH:10]=3)[CH2:6][NH:5][CH2:4][C:3]([CH3:16])([CH3:15])[CH3:2])[CH:35]=[CH:36][C:31]2=[N:30][CH:29]=1. The catalyst class is: 3. (9) Reactant: [Br:1][C:2]1[CH:3]=[C:4]2[C:10]3([CH2:14][CH2:13][NH:12][CH2:11]3)[CH2:9][N:8]([C:15]([NH:17][C:18]3[S:19][C:20]([Cl:23])=[CH:21][N:22]=3)=[O:16])[C:5]2=[CH:6][CH:7]=1.[C:24](=O)([O-])[O-].[K+].[K+].CI. Product: [Br:1][C:2]1[CH:3]=[C:4]2[C:10]3([CH2:14][CH2:13][N:12]([CH3:24])[CH2:11]3)[CH2:9][N:8]([C:15]([NH:17][C:18]3[S:19][C:20]([Cl:23])=[CH:21][N:22]=3)=[O:16])[C:5]2=[CH:6][CH:7]=1. The catalyst class is: 18.